This data is from Full USPTO retrosynthesis dataset with 1.9M reactions from patents (1976-2016). The task is: Predict the reactants needed to synthesize the given product. (1) Given the product [O:2]=[C:3]1[O:9][C@H:8]([C@H:10]([CH2:12][OH:13])[OH:11])[C:6]([OH:7])=[C:4]1[OH:5], predict the reactants needed to synthesize it. The reactants are: [Na].[O:2]=[C:3]1[O:9][C@H:8]([C@H:10]([CH2:12][OH:13])[OH:11])[C:6]([OH:7])=[C:4]1[OH:5].C1(N)CCCCC1N.[N-]=[N+]=[N-].[Na+]. (2) Given the product [Cl:1][C:2]1[C:12]([C:13]#[N:20])=[CH:11][CH:10]=[C:9]([Si:15]([CH3:18])([CH3:17])[CH3:16])[C:3]=1[C:4]([NH:6][CH2:7][CH3:8])=[O:5], predict the reactants needed to synthesize it. The reactants are: [Cl:1][C:2]1[C:12]([CH:13]=O)=[CH:11][CH:10]=[C:9]([Si:15]([CH3:18])([CH3:17])[CH3:16])[C:3]=1[C:4]([NH:6][CH2:7][CH3:8])=[O:5].Cl.[NH2:20]O.C(OC(=O)C)(=O)C.